From a dataset of Full USPTO retrosynthesis dataset with 1.9M reactions from patents (1976-2016). Predict the reactants needed to synthesize the given product. (1) Given the product [F:9][C:8]([F:11])([F:10])[C:6]1[CH:7]=[C:2]([NH2:12])[CH:3]=[N:4][CH:5]=1, predict the reactants needed to synthesize it. The reactants are: Cl[C:2]1[CH:3]=[N:4][CH:5]=[C:6]([C:8]([F:11])([F:10])[F:9])[CH:7]=1.[NH3:12]. (2) Given the product [CH3:4][CH:2]([CH3:3])[C:1]([C:6]1[S:10][C:9]([C:11]2[CH:12]=[CH:13][C:14]([C:15]([N:52]3[CH2:56][CH2:55][CH2:54][C@H:53]3[CH2:57][N:58]3[CH2:62][CH2:61][CH2:60][CH2:59]3)=[O:17])=[CH:18][CH:19]=2)=[CH:8][CH:7]=1)=[O:5], predict the reactants needed to synthesize it. The reactants are: [C:1]([C:6]1[S:10][C:9]([C:11]2[CH:19]=[CH:18][C:14]([C:15]([OH:17])=O)=[CH:13][CH:12]=2)=[CH:8][CH:7]=1)(=[O:5])[CH:2]([CH3:4])[CH3:3].[Li].CCN=C=NCCCN(C)C.Cl.C1C=CC2N(O)N=NC=2C=1.CCN(C(C)C)C(C)C.[NH:52]1[CH2:56][CH2:55][CH2:54][C@H:53]1[CH2:57][N:58]1[CH2:62][CH2:61][CH2:60][CH2:59]1. (3) Given the product [C:2]1([C:8]2[CH:16]=[C:11]3[CH:12]=[CH:13][CH:14]=[CH:15][N:10]3[N:9]=2)[CH:3]=[CH:4][CH:5]=[CH:6][CH:7]=1, predict the reactants needed to synthesize it. The reactants are: Cl.[C:2]1([C:8]2[C:16](C(O)=O)=[C:11]3[CH:12]=[CH:13][CH:14]=[CH:15][N:10]3[N:9]=2)[CH:7]=[CH:6][CH:5]=[CH:4][CH:3]=1. (4) Given the product [CH2:22]([N:29]1[CH:33]=[C:32]([C:34]([O:36][CH2:37][CH3:38])=[O:35])[C:31]([O:39][CH2:2][C:3]2[CH:21]=[CH:20][C:6]([O:7][CH2:8][C:9]3[N:10]=[C:11]([C:15]4[O:16][CH:17]=[CH:18][CH:19]=4)[O:12][C:13]=3[CH3:14])=[CH:5][CH:4]=2)=[N:30]1)[C:23]1[CH:24]=[CH:25][CH:26]=[CH:27][CH:28]=1, predict the reactants needed to synthesize it. The reactants are: Cl[CH2:2][C:3]1[CH:21]=[CH:20][C:6]([O:7][CH2:8][C:9]2[N:10]=[C:11]([C:15]3[O:16][CH:17]=[CH:18][CH:19]=3)[O:12][C:13]=2[CH3:14])=[CH:5][CH:4]=1.[CH2:22]([N:29]1[CH:33]=[C:32]([C:34]([O:36][CH2:37][CH3:38])=[O:35])[C:31]([OH:39])=[N:30]1)[C:23]1[CH:28]=[CH:27][CH:26]=[CH:25][CH:24]=1.C(=O)([O-])[O-].[K+].[K+].CN(C)C=O. (5) Given the product [CH:1]1([CH2:6][CH2:7][C:8]([N:10]([C@H:12]2[C:20]3[C:15](=[CH:16][CH:17]=[C:18]([C:21]([OH:23])=[O:22])[CH:19]=3)[CH2:14][CH2:13]2)[CH3:11])=[O:9])[CH2:2][CH2:3][CH2:4][CH2:5]1, predict the reactants needed to synthesize it. The reactants are: [CH:1]1([CH2:6][CH2:7][C:8]([N:10]([C@H:12]2[C:20]3[C:15](=[CH:16][CH:17]=[C:18]([C:21]([O:23]C)=[O:22])[CH:19]=3)[CH2:14][CH2:13]2)[CH3:11])=[O:9])[CH2:5][CH2:4][CH2:3][CH2:2]1.O[Li].O. (6) Given the product [NH2:20][C:15]1[CH:16]=[CH:17][CH:18]=[CH:19][C:14]=1[NH:21][C:10]([NH:9][C:5]1[CH:6]=[CH:7][CH:8]=[C:3]([C:2]([F:12])([F:1])[F:13])[CH:4]=1)=[S:11], predict the reactants needed to synthesize it. The reactants are: [F:1][C:2]([F:13])([F:12])[C:3]1[CH:4]=[C:5]([N:9]=[C:10]=[S:11])[CH:6]=[CH:7][CH:8]=1.[C:14]1([NH2:21])[CH:19]=[CH:18][CH:17]=[CH:16][C:15]=1[NH2:20].